Dataset: Catalyst prediction with 721,799 reactions and 888 catalyst types from USPTO. Task: Predict which catalyst facilitates the given reaction. (1) Reactant: Br[C:2]1[N:7]=[C:6]([C:8]#[N:9])[CH:5]=[CH:4][C:3]=1[O:10][CH3:11].[B-](F)(F)(F)[CH:13]=[CH2:14].[K+].C1(P(C2CCCCC2)C2CCCCC2)CCCCC1.P([O-])([O-])([O-])=O.[K+].[K+].[K+]. Product: [CH3:11][O:10][C:3]1[CH:4]=[CH:5][C:6]([C:8]#[N:9])=[N:7][C:2]=1[CH:13]=[CH2:14]. The catalyst class is: 498. (2) Reactant: [C:1]([O:4][C:5]1[CH:10]=[CH:9][C:8](OS(C(F)(F)F)(=O)=O)=[CH:7][C:6]=1[CH3:19])(=[O:3])[CH3:2].C(=O)([O-])[O-].[Cs+].[Cs+].C1C=CC(P(C2C=CC3C(=CC=CC=3)C=2C2C3C(=CC=CC=3)C=CC=2P(C2C=CC=CC=2)C2C=CC=CC=2)C2C=CC=CC=2)=CC=1.[NH:72]1[CH2:77][CH2:76][O:75][CH2:74][CH2:73]1. Product: [C:1]([O:4][C:5]1[CH:10]=[CH:9][C:8]([N:72]2[CH2:77][CH2:76][O:75][CH2:74][CH2:73]2)=[CH:7][C:6]=1[CH3:19])(=[O:3])[CH3:2]. The catalyst class is: 164. (3) Product: [F:8][C:7]1[CH:6]=[CH:5][C:4]([O:9][C:17]2[CH:22]=[N:21][C:20]([C:23]([F:26])([F:25])[F:24])=[CH:19][CH:18]=2)=[CH:3][C:2]=1[NH2:1]. Reactant: [NH2:1][C:2]1[CH:3]=[C:4]([OH:9])[CH:5]=[CH:6][C:7]=1[F:8].CC(C)([O-])C.[K+].Br[C:17]1[CH:18]=[CH:19][C:20]([C:23]([F:26])([F:25])[F:24])=[N:21][CH:22]=1. The catalyst class is: 287. (4) Reactant: [Cl:1][C:2]1[CH:7]=[CH:6][C:5]([CH2:8][CH2:9][S:10]([NH:13][C:14]2[CH:19]=[CH:18][C:17]([O:20]C)=[CH:16][C:15]=2[S:22]([NH2:25])(=[O:24])=[O:23])(=[O:12])=[O:11])=[CH:4][CH:3]=1.B(Br)(Br)Br. Product: [Cl:1][C:2]1[CH:7]=[CH:6][C:5]([CH2:8][CH2:9][S:10]([NH:13][C:14]2[CH:19]=[CH:18][C:17]([OH:20])=[CH:16][C:15]=2[S:22]([NH2:25])(=[O:24])=[O:23])(=[O:11])=[O:12])=[CH:4][CH:3]=1. The catalyst class is: 2.